Task: Predict the reactants needed to synthesize the given product.. Dataset: Full USPTO retrosynthesis dataset with 1.9M reactions from patents (1976-2016) Given the product [F:11][C:12]1[CH:13]=[CH:14][C:15]([C:18]2[N:19]=[C:20]([CH:39]3[CH2:34][CH2:33][N:32]([C:8]([NH:7][C:3]4[CH:2]=[N:1][CH:6]=[CH:5][CH:4]=4)=[O:10])[CH2:35][CH2:37]3)[S:21][CH:22]=2)=[CH:16][CH:17]=1, predict the reactants needed to synthesize it. The reactants are: [N:1]1[CH:6]=[CH:5][CH:4]=[C:3]([NH:7][C:8](=[O:10])[O-])[CH:2]=1.[F:11][C:12]1[CH:17]=[CH:16][C:15]([C:18]2[N:19]=[C:20](N3CCNCC3)[S:21][CH:22]=2)=[CH:14][CH:13]=1.C([N:32]([CH:35]([CH3:37])C)[CH2:33][CH3:34])(C)C.O.[CH3:39]S(C)=O.